From a dataset of Full USPTO retrosynthesis dataset with 1.9M reactions from patents (1976-2016). Predict the reactants needed to synthesize the given product. (1) Given the product [N:29]1[CH:30]=[CH:31][N:32]=[CH:33][C:28]=1[N:25]1[N:26]=[C:27]2[CH:19]=[CH:20][CH:21]=[CH:22][C:23]2=[N:24]1, predict the reactants needed to synthesize it. The reactants are: BrC1C2C(=NN(C3C=CN=CC=3)N=2)C(Br)=CC=1.Br[C:19]1[C:27]2[C:23](=[N:24][N:25]([C:28]3[CH:33]=[N:32][CH:31]=[CH:30][N:29]=3)[N:26]=2)[C:22](Br)=[CH:21][CH:20]=1. (2) Given the product [C:26]([O:25][C:23]([N:10]1[CH2:9][CH2:8][C:7]2[C:12](=[CH:13][CH:14]=[CH:15][C:6]=2[O:5][CH2:2][CH2:3][CH3:4])[CH2:11]1)=[O:24])([CH3:29])([CH3:28])[CH3:27], predict the reactants needed to synthesize it. The reactants are: Cl.[CH2:2]([O:5][C:6]1[CH:15]=[CH:14][CH:13]=[C:12]2[C:7]=1[CH2:8][CH2:9][NH:10][CH2:11]2)[CH2:3][CH3:4].CCN(CC)CC.[C:23](O[C:23]([O:25][C:26]([CH3:29])([CH3:28])[CH3:27])=[O:24])([O:25][C:26]([CH3:29])([CH3:28])[CH3:27])=[O:24].